From a dataset of Forward reaction prediction with 1.9M reactions from USPTO patents (1976-2016). Predict the product of the given reaction. Given the reactants [C:1]1([O:17][C@@H:18]2[C@H:22]([OH:23])[C@@H:21]([CH2:24][OH:25])[O:20][C@H:19]2[N:26]2[CH:33]=[CH:32][C:30](=[O:31])[NH:29][C:27]2=[O:28])[C:14]2[C:15]3=[C:16]4[C:11](=[CH:12][CH:13]=2)[CH:10]=[CH:9][CH:8]=[C:7]4[CH:6]=[CH:5][C:4]3=[CH:3][CH:2]=1.[C:34](Cl)([C:51]1[CH:56]=[CH:55][CH:54]=[CH:53][CH:52]=1)([C:43]1[CH:50]=[CH:49][C:46]([O:47][CH3:48])=[CH:45][CH:44]=1)[C:35]1[CH:42]=[CH:41][C:38]([O:39][CH3:40])=[CH:37][CH:36]=1, predict the reaction product. The product is: [C:1]1([O:17][C@@H:18]2[C@H:22]([OH:23])[C@@H:21]([CH2:24][O:25][C:34]([C:51]3[CH:56]=[CH:55][CH:54]=[CH:53][CH:52]=3)([C:43]3[CH:50]=[CH:49][C:46]([O:47][CH3:48])=[CH:45][CH:44]=3)[C:35]3[CH:36]=[CH:37][C:38]([O:39][CH3:40])=[CH:41][CH:42]=3)[O:20][C@H:19]2[N:26]2[CH:33]=[CH:32][C:30](=[O:31])[NH:29][C:27]2=[O:28])[C:14]2[C:15]3=[C:16]4[C:11](=[CH:12][CH:13]=2)[CH:10]=[CH:9][CH:8]=[C:7]4[CH:6]=[CH:5][C:4]3=[CH:3][CH:2]=1.